This data is from Reaction yield outcomes from USPTO patents with 853,638 reactions. The task is: Predict the reaction yield, written as a fraction of the theoretical maximum amount of product (1.0 means a 100% yield; for example, 0.34 means a 34% yield). (1) The reactants are C[O:2][C:3](=[O:15])[CH2:4][CH2:5][N:6]1[CH:14]=[C:12]([CH3:13])[C:10](=[O:11])[NH:9][C:7]1=[O:8].Cl. The catalyst is [OH-].[Na+]. The product is [N:6]1([CH2:5][CH2:4][C:3]([OH:15])=[O:2])[CH:14]=[C:12]([CH3:13])[C:10](=[O:11])[NH:9][C:7]1=[O:8]. The yield is 0.710. (2) The reactants are [CH2:1]([O:8][C:9]1[CH:18]=[CH:17][C:16]2[C:11](=[CH:12][CH:13]=[C:14]([O:19][CH3:20])[CH:15]=2)[C:10]=1Br)[C:2]1[CH:7]=[CH:6][CH:5]=[CH:4][CH:3]=1.[N:22]1([CH2:28][CH2:29][O:30][C:31]2[CH:36]=[CH:35][C:34]([OH:37])=[CH:33][CH:32]=2)[CH2:27][CH2:26][CH2:25][CH2:24][CH2:23]1.C(=O)([O-])[O-].[Cs+].[Cs+].C(OCC)(=O)C. The catalyst is C1(C)C=CC=CC=1. The product is [CH2:1]([O:8][C:9]1[CH:18]=[CH:17][C:16]2[C:11](=[CH:12][CH:13]=[C:14]([O:19][CH3:20])[CH:15]=2)[C:10]=1[O:37][C:34]1[CH:33]=[CH:32][C:31]([O:30][CH2:29][CH2:28][N:22]2[CH2:27][CH2:26][CH2:25][CH2:24][CH2:23]2)=[CH:36][CH:35]=1)[C:2]1[CH:7]=[CH:6][CH:5]=[CH:4][CH:3]=1. The yield is 0.300. (3) The reactants are [CH2:1]([N:3]1[C:8]2[CH:9]=[CH:10][C:11]([N+:13]([O-])=O)=[CH:12][C:7]=2[O:6][CH:5]([CH2:16][C:17]([O:19][CH2:20][CH3:21])=[O:18])[C:4]1=[O:22])[CH3:2].[H][H]. The catalyst is CO.[Pd]. The product is [NH2:13][C:11]1[CH:10]=[CH:9][C:8]2[N:3]([CH2:1][CH3:2])[C:4](=[O:22])[CH:5]([CH2:16][C:17]([O:19][CH2:20][CH3:21])=[O:18])[O:6][C:7]=2[CH:12]=1. The yield is 0.950. (4) The reactants are [CH3:1][O:2][CH2:3][C:4]1[CH:9]=[C:8]([CH3:10])[NH:7][C:6](=[O:11])[C:5]=1[C:12]#[N:13].N. The catalyst is CO.[Ni]. The product is [NH2:13][CH2:12][C:5]1[C:6](=[O:11])[NH:7][C:8]([CH3:10])=[CH:9][C:4]=1[CH2:3][O:2][CH3:1]. The yield is 0.800. (5) The reactants are [CH3:1][N:2]1[CH2:6][CH2:5][CH2:4][C@@:3]1([CH3:10])[C:7]([OH:9])=O.[F:11][C:12]1[CH:13]=[CH:14][C:15]([NH:18][NH2:19])=[N:16][CH:17]=1.CCN(CC)CC.C1C=CC2N(O)N=NC=2C=1.O.CCN=C=NCCCN(C)C.Cl. The catalyst is C(Cl)Cl. The product is [F:11][C:12]1[CH:13]=[CH:14][C:15]([NH:18][NH:19][C:7]([C@:3]2([CH3:10])[CH2:4][CH2:5][CH2:6][N:2]2[CH3:1])=[O:9])=[N:16][CH:17]=1. The yield is 0.690. (6) The reactants are [Li]CCCC.C(NC(C)C)(C)C.[Br:13][C:14]1[CH:19]=[CH:18][CH:17]=[CH:16][N:15]=1.[CH:20](OCC)=[O:21].[NH4+].[Cl-]. The catalyst is C1COCC1. The product is [Br:13][C:14]1[N:15]=[CH:16][CH:17]=[CH:18][C:19]=1[CH:20]=[O:21]. The yield is 0.110. (7) The reactants are F[S:2]([C:5]1[N:6]=[N:7][C:8]([O:11][CH3:12])=[CH:9][CH:10]=1)(=[O:4])=[O:3].[NH:13]1[C:22]2[C:17](=[CH:18][CH:19]=[CH:20][CH:21]=2)[CH2:16][CH2:15][CH2:14]1. No catalyst specified. The product is [CH3:12][O:11][C:8]1[N:7]=[N:6][C:5]([S:2]([N:13]2[C:22]3[CH:17]([CH2:18][CH:19]=[CH:20][CH:21]=3)[CH2:16][CH2:15][CH2:14]2)(=[O:4])=[O:3])=[CH:10][CH:9]=1. The yield is 0.730. (8) The reactants are [Br:1][C:2]1[N:7]=[C:6]([C:8](O)=O)[CH:5]=[CH:4][CH:3]=1.C1(P(=[CH:30][CH:31]=[O:32])(C2C=CC=CC=2)C2C=CC=CC=2)C=CC=CC=1. The catalyst is ClCCl. The product is [Br:1][C:2]1[N:7]=[C:6](/[CH:8]=[CH:30]/[CH:31]=[O:32])[CH:5]=[CH:4][CH:3]=1. The yield is 0.670. (9) The reactants are [C:1]1([S:7]([N:10]2[C:14]3=[N:15][CH:16]=[CH:17][CH:18]=[C:13]3[C:12]([CH2:19][C:20]3[CH:21]=[CH:22][C:23]([NH2:26])=[N:24][CH:25]=3)=[CH:11]2)(=[O:9])=[O:8])[CH:6]=[CH:5][CH:4]=[CH:3][CH:2]=1.[Cl:27][C:28]1C=NC=[CH:32][C:33]=1C=O.F[C:37](F)(F)C(O)=O.C([SiH](CC)CC)C.C(=O)([O-])[O-].[K+].[K+].[C:56](#[N:58])[CH3:57]. No catalyst specified. The product is [C:1]1([S:7]([N:10]2[C:14]3=[N:15][CH:16]=[CH:17][CH:18]=[C:13]3[C:12]([CH2:19][C:20]3[CH:21]=[CH:22][C:23]([NH:26][CH2:37][C:57]4[CH:56]=[N:58][CH:32]=[CH:33][C:28]=4[Cl:27])=[N:24][CH:25]=3)=[CH:11]2)(=[O:9])=[O:8])[CH:6]=[CH:5][CH:4]=[CH:3][CH:2]=1. The yield is 0.496.